This data is from Experimentally validated miRNA-target interactions with 360,000+ pairs, plus equal number of negative samples. The task is: Binary Classification. Given a miRNA mature sequence and a target amino acid sequence, predict their likelihood of interaction. (1) The miRNA is hsa-miR-33a-5p with sequence GUGCAUUGUAGUUGCAUUGCA. The protein sequence of the target gene is MEEELQHSHCVNCVSRRCMTRPEPGISCDLIGCPLVCGAVFHSCKADEHRLLCPFERVPCLNSDFGCPFTMARNKVAEHLEMCPASVVCCTMEWNRWPVSYADRKSYENLSRDVDEVAQLDMALALQDQRMLLESLKVATMMSKATDKVSKPREQISVKSSVPEIPHANGLVSVDEESYGALYQATVETTRSLAAALDILNTATRDIGMLNTSVPNDMDEQQNARESLEDQNLKDQDHLYEEEIGAVGGIDYNDTNQNAQSEQNGSSDLLCDLNTSSYDTSALCNGFPLENICTQVIDQN.... Result: 1 (interaction). (2) The miRNA is hsa-miR-301b-5p with sequence GCUCUGACGAGGUUGCACUACU. The protein sequence of the target gene is MDLPYYHGRLTKQDCETLLLKEGVDGNFLLRDSESIPGVLCLCVSFKNIVYTYRIFREKHGYYRIQTAEGSPKQVFPSLKELISKFEKPNQGMVVHLLKPIKRTSPSLRWRGLKLELETFVNSNSDYVDVLP. Result: 0 (no interaction).